Predict the product of the given reaction. From a dataset of Forward reaction prediction with 1.9M reactions from USPTO patents (1976-2016). Given the reactants [Cl:1][C:2]1[N:3]=[C:4]([C:28]2[CH:29]=[N:30][CH:31]=[C:32]([Cl:34])[CH:33]=2)[C:5]2[N:10]([CH2:11][C@H:12]3[CH2:17][CH2:16][C@H:15]([CH3:18])[CH2:14][CH2:13]3)[C:9]([C:19]([C:21]3[C:26]([F:27])=[CH:25][CH:24]=[CH:23][N:22]=3)=[O:20])=[CH:8][C:6]=2[N:7]=1.[CH3:35][Mg]Br, predict the reaction product. The product is: [Cl:1][C:2]1[N:3]=[C:4]([C:28]2[CH:29]=[N:30][CH:31]=[C:32]([Cl:34])[CH:33]=2)[C:5]2[N:10]([CH2:11][C@H:12]3[CH2:13][CH2:14][C@H:15]([CH3:18])[CH2:16][CH2:17]3)[C:9]([C:19]([C:21]3[C:26]([F:27])=[CH:25][CH:24]=[CH:23][N:22]=3)([OH:20])[CH3:35])=[CH:8][C:6]=2[N:7]=1.